Task: Predict the product of the given reaction.. Dataset: Forward reaction prediction with 1.9M reactions from USPTO patents (1976-2016) (1) The product is: [CH3:1][O:2][C:3]1[CH:8]=[CH:7][C:6]([O:9][CH3:10])=[CH:5][C:4]=1[C:11]1[CH:12]=[CH:13][C:14](/[C:17](/[CH3:21])=[CH:18]/[CH2:19][O:20][C:35]2[CH:34]=[CH:33][C:32]([CH2:31][C@H:25]([O:24][CH2:22][CH3:23])[C:26]([O:28][CH2:29][CH3:30])=[O:27])=[CH:37][CH:36]=2)=[CH:15][CH:16]=1. Given the reactants [CH3:1][O:2][C:3]1[CH:8]=[CH:7][C:6]([O:9][CH3:10])=[CH:5][C:4]=1[C:11]1[CH:16]=[CH:15][C:14](/[C:17](/[CH3:21])=[CH:18]/[CH2:19][OH:20])=[CH:13][CH:12]=1.[CH2:22]([O:24][C@@H:25]([CH2:31][C:32]1[CH:37]=[CH:36][C:35](O)=[CH:34][CH:33]=1)[C:26]([O:28][CH2:29][CH3:30])=[O:27])[CH3:23], predict the reaction product. (2) Given the reactants [C:1]1([B:7]([CH:9]([O:16][CH:17]([B:24]([C:26]2[CH:31]=[CH:30][CH:29]=[CH:28][CH:27]=2)[OH:25])[C:18]2[CH:23]=[CH:22][CH:21]=[CH:20][CH:19]=2)[C:10]2[CH:15]=[CH:14][CH:13]=[CH:12][CH:11]=2)[OH:8])[CH:6]=[CH:5][CH:4]=[CH:3][CH:2]=1.O[CH2:33][C:34]1[CH:39]=[CH:38][CH:37]=[CH:36][N:35]=1, predict the reaction product. The product is: [C:1]1([B:7]([CH:9]([O:16][CH:17]([B:24]([C:26]2[CH:27]=[CH:28][CH:29]=[CH:30][CH:31]=2)[O:25][CH2:33][C:34]2[CH:39]=[CH:38][CH:37]=[CH:36][N:35]=2)[C:18]2[CH:19]=[CH:20][CH:21]=[CH:22][CH:23]=2)[C:10]2[CH:15]=[CH:14][CH:13]=[CH:12][CH:11]=2)[O:8][CH2:33][C:34]2[CH:39]=[CH:38][CH:37]=[CH:36][N:35]=2)[CH:2]=[CH:3][CH:4]=[CH:5][CH:6]=1. (3) Given the reactants [C:1]([O:4][CH2:5][C:6]([CH2:18][CH2:19][C:20]1([CH2:26][CH2:27][N:28]2[CH2:33][CH2:32][CH:31]([NH:34][C:35]3[CH:40]=[CH:39][C:38]([CH3:41])=[CH:37][CH:36]=3)[CH2:30][CH2:29]2)[CH2:25][CH2:24][CH2:23][CH2:22][CH2:21]1)([CH2:12][CH2:13][O:14][C:15](=[O:17])[CH3:16])[CH2:7][O:8][C:9](=[O:11])[CH3:10])(=[O:3])[CH3:2].C(N(CC)CC)C.[O:49]1[CH:53]=[CH:52][CH:51]=[C:50]1[C:54](Cl)=[O:55].C(O)(=O)CC(CC(O)=O)(C(O)=O)O, predict the reaction product. The product is: [C:1]([O:4][CH2:5][C:6]([CH2:18][CH2:19][C:20]1([CH2:26][CH2:27][N:28]2[CH2:33][CH2:32][CH:31]([N:34]([C:35]3[CH:40]=[CH:39][C:38]([CH3:41])=[CH:37][CH:36]=3)[C:54]([C:50]3[O:49][CH:53]=[CH:52][CH:51]=3)=[O:55])[CH2:30][CH2:29]2)[CH2:25][CH2:24][CH2:23][CH2:22][CH2:21]1)([CH2:12][CH2:13][O:14][C:15](=[O:17])[CH3:16])[CH2:7][O:8][C:9](=[O:11])[CH3:10])(=[O:3])[CH3:2]. (4) Given the reactants [CH2:1]([C:5]1[CH:10]=[CH:9][C:8]([NH:11][S:12]([C:15]2[CH:16]=[C:17]([CH:21]=[CH:22][CH:23]=2)[C:18]([OH:20])=O)(=[O:14])=[O:13])=[C:7]([C:24]([O:26][CH3:27])=[O:25])[CH:6]=1)[CH2:2][CH2:3][CH3:4].CCN=C=NCCCN(C)C.C1C=CC2N(O)N=NC=2C=1.CCN(C(C)C)C(C)C.[CH3:58][O:59][C:60]1[CH:65]=[CH:64][CH:63]=[CH:62][C:61]=1[N:66]1[CH2:71][CH2:70][NH:69][CH2:68][CH2:67]1, predict the reaction product. The product is: [CH2:1]([C:5]1[CH:10]=[CH:9][C:8]([NH:11][S:12]([C:15]2[CH:23]=[CH:22][CH:21]=[C:17]([C:18]([N:69]3[CH2:68][CH2:67][N:66]([C:61]4[CH:62]=[CH:63][CH:64]=[CH:65][C:60]=4[O:59][CH3:58])[CH2:71][CH2:70]3)=[O:20])[CH:16]=2)(=[O:14])=[O:13])=[C:7]([CH:6]=1)[C:24]([O:26][CH3:27])=[O:25])[CH2:2][CH2:3][CH3:4].